From a dataset of Forward reaction prediction with 1.9M reactions from USPTO patents (1976-2016). Predict the product of the given reaction. (1) Given the reactants [Cl:1][C:2]1[CH:25]=[CH:24][C:5]([CH2:6][C:7]2[C:11](=[O:12])[N:10]([C:13]3[S:14][C:15]([C:19]([O:21]C)=[O:20])=[C:16]([CH3:18])[N:17]=3)[NH:9][C:8]=2[CH3:23])=[CH:4][CH:3]=1.O.[OH-].[Li+], predict the reaction product. The product is: [Cl:1][C:2]1[CH:25]=[CH:24][C:5]([CH2:6][C:7]2[C:11](=[O:12])[N:10]([C:13]3[S:14][C:15]([C:19]([OH:21])=[O:20])=[C:16]([CH3:18])[N:17]=3)[NH:9][C:8]=2[CH3:23])=[CH:4][CH:3]=1. (2) Given the reactants [F:1][C:2]1[C:7](=[O:8])[NH:6][CH:5]=[C:4]([C:9]([O:11]C)=[O:10])[CH:3]=1.O.[OH-].[Li+], predict the reaction product. The product is: [F:1][C:2]1[C:7](=[O:8])[NH:6][CH:5]=[C:4]([C:9]([OH:11])=[O:10])[CH:3]=1. (3) Given the reactants [S:1]1[C:5]2[CH:6]=[CH:7][CH:8]=[CH:9][C:4]=2[N:3]=[C:2]1[CH2:10][CH2:11][CH2:12][CH2:13][C:14]([OH:16])=[O:15].Cl.[CH3:18]O, predict the reaction product. The product is: [S:1]1[C:5]2[CH:6]=[CH:7][CH:8]=[CH:9][C:4]=2[N:3]=[C:2]1[CH2:10][CH2:11][CH2:12][CH2:13][C:14]([O:16][CH3:18])=[O:15].